From a dataset of Catalyst prediction with 721,799 reactions and 888 catalyst types from USPTO. Predict which catalyst facilitates the given reaction. Reactant: [NH2:1][C:2]1[C:3]([NH:13][CH2:14][C:15]2[CH:20]=[CH:19][C:18]([O:21][CH3:22])=[CH:17][CH:16]=2)=[CH:4][C:5]([F:12])=[C:6]([CH:11]=1)[C:7]([O:9][CH3:10])=[O:8].[C:23](OCC)(=[O:29])[C:24](OCC)=[O:25]. Product: [F:12][C:5]1[CH:4]=[C:3]2[C:2]([NH:1][C:23](=[O:29])[C:24](=[O:25])[N:13]2[CH2:14][C:15]2[CH:16]=[CH:17][C:18]([O:21][CH3:22])=[CH:19][CH:20]=2)=[CH:11][C:6]=1[C:7]([O:9][CH3:10])=[O:8]. The catalyst class is: 28.